From a dataset of Full USPTO retrosynthesis dataset with 1.9M reactions from patents (1976-2016). Predict the reactants needed to synthesize the given product. (1) Given the product [CH3:1][C:3]1[N:8]=[C:7]([CH2:9][CH2:14][CH3:13])[C:6]([OH:15])=[CH:5][CH:4]=1, predict the reactants needed to synthesize it. The reactants are: [CH2:1]([C:3]1[N:8]=[C:7]([C:9]2[CH:14]=[CH:13]C=CN=2)[C:6]([O:15]C2C=CN=C(NC3C=CC(S(N)(=O)=O)=CC=3)C=2)=[CH:5][CH:4]=1)C. (2) Given the product [NH2:40][C:37]1[CH:36]=[CH:35][C:34]([C:5]2[C:6]([C:8]3[CH:13]=[CH:12][N:11]=[C:10]4[NH:14][C:15]([C:17]5[CH:18]=[C:19]([CH2:23][OH:24])[CH:20]=[CH:21][CH:22]=5)=[CH:16][C:9]=34)=[CH:7][N:3]([CH2:1][CH3:2])[N:4]=2)=[CH:39][CH:38]=1, predict the reactants needed to synthesize it. The reactants are: [CH2:1]([N:3]1[CH:7]=[C:6]([C:8]2[CH:13]=[CH:12][N:11]=[C:10]3[N:14](S(C4C=CC=CC=4)(=O)=O)[C:15]([C:17]4[CH:18]=[C:19]([CH2:23][OH:24])[CH:20]=[CH:21][CH:22]=4)=[CH:16][C:9]=23)[C:5]([C:34]2[CH:39]=[CH:38][C:37]([N+:40]([O-])=O)=[CH:36][CH:35]=2)=[N:4]1)[CH3:2].NC1C=CC=CC=1.NO.[OH-].[Na+]. (3) Given the product [CH3:15][O:16][C:17](=[O:25])[C:18]1[CH:23]=[CH:22][CH:21]=[N:20][C:19]=1[N:1]1[CH2:4][CH:3]([C:5]2[NH:9][C:8]3[CH:10]=[CH:11][C:12]([Cl:14])=[CH:13][C:7]=3[N:6]=2)[CH2:2]1, predict the reactants needed to synthesize it. The reactants are: [NH:1]1[CH2:4][CH:3]([C:5]2[NH:9][C:8]3[CH:10]=[CH:11][C:12]([Cl:14])=[CH:13][C:7]=3[N:6]=2)[CH2:2]1.[CH3:15][O:16][C:17](=[O:25])[C:18]1[CH:23]=[CH:22][CH:21]=[N:20][C:19]=1Cl. (4) Given the product [OH:12][CH2:16][CH2:15][O:14][C:13]1[CH:3]=[C:4]([CH:7]=[C:8]([O:10][CH3:11])[CH:9]=1)[CH:5]=[O:6], predict the reactants needed to synthesize it. The reactants are: OC1[CH:3]=[C:4]([CH:7]=[C:8]([O:10][CH3:11])[CH:9]=1)[CH:5]=[O:6].[O:12]1[CH2:16][CH2:15][O:14][C:13]1=O.C(=O)([O-])[O-].[K+].[K+]. (5) Given the product [CH3:1][C:2]1[N:3]([CH2:15][CH:16]([CH3:18])[CH3:17])[C:4]2[C:13]3[N:12]=[CH:11][CH:10]=[CH:9][C:8]=3[N+:7]([O-:21])=[CH:6][C:5]=2[N:14]=1, predict the reactants needed to synthesize it. The reactants are: [CH3:1][C:2]1[N:3]([CH2:15][CH:16]([CH3:18])[CH3:17])[C:4]2[C:13]3[N:12]=[CH:11][CH:10]=[CH:9][C:8]=3[N:7]=[CH:6][C:5]=2[N:14]=1.C(OO)(=[O:21])C. (6) Given the product [F:16][C:14]([F:17])([F:15])[C:12]1[CH:13]=[C:8]([C:4]2([C:6]#[N:7])[CH2:3][C:2]3([O:20][CH2:19][CH2:18][O:1]3)[CH2:5]2)[CH:9]=[N:10][CH:11]=1, predict the reactants needed to synthesize it. The reactants are: [O:1]=[C:2]1[CH2:5][C:4]([C:8]2[CH:9]=[N:10][CH:11]=[C:12]([C:14]([F:17])([F:16])[F:15])[CH:13]=2)([C:6]#[N:7])[CH2:3]1.[CH2:18](O)[CH2:19][OH:20].Cl[Si](C)(C)C.C([O-])(O)=O.[Na+].